From a dataset of Full USPTO retrosynthesis dataset with 1.9M reactions from patents (1976-2016). Predict the reactants needed to synthesize the given product. (1) Given the product [CH2:5]([O:6][C:7]1[CH:12]=[C:11]([O:13][CH3:14])[C:10]([C:15]([N:17]2[CH2:21][CH:20]([CH3:22])[CH2:19][CH:18]2[CH2:23][OH:24])=[O:16])=[CH:9][C:8]=1[NH2:25])[CH2:4][CH2:3][O:28][C:29]1[CH:34]=[C:33]([O:35][CH3:36])[C:32]([C:37]([N:39]2[CH2:43][CH:42]([CH3:44])[CH2:41][CH:40]2[CH2:45][OH:46])=[O:38])=[CH:31][C:30]=1[NH2:47], predict the reactants needed to synthesize it. The reactants are: NN.[CH2:3]([O:28][C:29]1[CH:34]=[C:33]([O:35][CH3:36])[C:32]([C:37]([N:39]2[CH2:43][C:42](=[CH2:44])[CH2:41][CH:40]2[CH2:45][OH:46])=[O:38])=[CH:31][C:30]=1[N+:47]([O-])=O)[CH2:4][CH2:5][O:6][C:7]1[CH:12]=[C:11]([O:13][CH3:14])[C:10]([C:15]([N:17]2[CH2:21][C:20](=[CH2:22])[CH2:19][CH:18]2[CH2:23][OH:24])=[O:16])=[CH:9][C:8]=1[N+:25]([O-])=O.C(Cl)(Cl)Cl.CO. (2) Given the product [NH2:13][C:11]1[CH:10]=[C:9]([NH:16][C:17](=[O:19])[CH3:18])[CH:8]=[C:7]([N:4]2[CH2:5][CH2:6][O:1][CH2:2][CH2:3]2)[CH:12]=1, predict the reactants needed to synthesize it. The reactants are: [O:1]1[CH2:6][CH2:5][N:4]([C:7]2[CH:8]=[C:9]([NH:16][C:17](=[O:19])[CH3:18])[CH:10]=[C:11]([N+:13]([O-])=O)[CH:12]=2)[CH2:3][CH2:2]1. (3) The reactants are: CC1(C)[O:6][C@H:5]([CH2:7][C:8]([O:10][CH3:11])=[O:9])[C:4](=[O:12])O1.Cl.[Na+].[Cl-].C1C=CC2N(O)N=NC=2C=1.CCN=C=NCCCN(C)C.[N:38]1([C:44]([O:46][CH2:47][C:48]2[CH:53]=[CH:52][CH:51]=[CH:50][CH:49]=2)=[O:45])[CH2:43][CH2:42][NH:41][CH2:40][CH2:39]1.C(N(CC)CC)C. Given the product [CH2:47]([O:46][C:44]([N:38]1[CH2:43][CH2:42][N:41]([C:4](=[O:12])[C@H:5]([OH:6])[CH2:7][C:8]([O:10][CH3:11])=[O:9])[CH2:40][CH2:39]1)=[O:45])[C:48]1[CH:53]=[CH:52][CH:51]=[CH:50][CH:49]=1, predict the reactants needed to synthesize it. (4) The reactants are: Cl[C:2]1[N:7]=[C:6]([C:8]2[C:9]([N:28]([CH3:33])[S:29]([CH3:32])(=[O:31])=[O:30])=[CH:10][C:11]3[O:15][C:14]([C:16]4[CH:21]=[CH:20][C:19]([F:22])=[CH:18][CH:17]=4)=[C:13]([C:23]([NH:25][CH3:26])=[O:24])[C:12]=3[CH:27]=2)[CH:5]=[CH:4][C:3]=1/[CH:34]=[CH:35]/[O:36][CH2:37][CH3:38].[CH3:39][C:40]1[C:48]2[C:43](=[CH:44][CH:45]=[CH:46][CH:47]=2)[N:42]([C:49]([O:51][C:52]([CH3:55])([CH3:54])[CH3:53])=[O:50])[C:41]=1B1OC(C)(C)C(C)(C)O1.C(=O)([O-])[O-].[Cs+].[Cs+].O1CCOCC1. Given the product [CH2:37]([O:36]/[CH:35]=[CH:34]/[C:3]1[C:2]([C:41]2[N:42]([C:49]([O:51][C:52]([CH3:55])([CH3:54])[CH3:53])=[O:50])[C:43]3[C:48]([C:40]=2[CH3:39])=[CH:47][CH:46]=[CH:45][CH:44]=3)=[N:7][C:6]([C:8]2[C:9]([N:28]([CH3:33])[S:29]([CH3:32])(=[O:30])=[O:31])=[CH:10][C:11]3[O:15][C:14]([C:16]4[CH:21]=[CH:20][C:19]([F:22])=[CH:18][CH:17]=4)=[C:13]([C:23](=[O:24])[NH:25][CH3:26])[C:12]=3[CH:27]=2)=[CH:5][CH:4]=1)[CH3:38], predict the reactants needed to synthesize it. (5) Given the product [CH3:1][O:2][C:3](=[O:12])[CH2:4][C:5]1[CH:10]=[CH:9][C:8]([C:67]2[CH:68]=[CH:69][C:64]([C:61]([CH2:62][CH3:63])([C:58]3[CH:59]=[CH:60][C:55]([CH2:54][CH2:53][C:52]([CH2:83][CH3:84])([OH:85])[CH2:50][CH3:51])=[C:56]([CH3:82])[CH:57]=3)[CH2:80][CH3:81])=[CH:65][C:66]=2[CH3:79])=[CH:7][CH:6]=1, predict the reactants needed to synthesize it. The reactants are: [CH3:1][O:2][C:3](=[O:12])[CH2:4][C:5]1[CH:10]=[CH:9][C:8](Br)=[CH:7][CH:6]=1.C1(P(C2CCCCC2)C2C=CC=CC=2C2C(OC)=CC=CC=2OC)CCCCC1.P([O-])([O-])([O-])=O.[K+].[K+].[K+].[CH2:50]([C:52]([OH:85])([CH2:83][CH3:84])[CH2:53][CH2:54][C:55]1[CH:60]=[CH:59][C:58]([C:61]([CH2:80][CH3:81])([C:64]2[CH:69]=[CH:68][C:67](B3OC(C)(C)C(C)(C)O3)=[C:66]([CH3:79])[CH:65]=2)[CH2:62][CH3:63])=[CH:57][C:56]=1[CH3:82])[CH3:51].C(=O)(O)[O-].[Na+]. (6) Given the product [C:23]([Si:20]([CH3:22])([CH3:21])[O:19][CH2:18][CH2:17][CH2:16][N:9]1[CH:10]=[C:5]([C:4]([F:13])([F:3])[F:14])[C:6](=[O:12])[NH:7][C:8]1=[O:11])([CH3:26])([CH3:25])[CH3:24], predict the reactants needed to synthesize it. The reactants are: [H-].[Na+].[F:3][C:4]([F:14])([F:13])[C:5]1[C:6](=[O:12])[NH:7][C:8](=[O:11])[NH:9][CH:10]=1.Br[CH2:16][CH2:17][CH2:18][O:19][Si:20]([C:23]([CH3:26])([CH3:25])[CH3:24])([CH3:22])[CH3:21].